Regression/Classification. Given a drug SMILES string, predict its absorption, distribution, metabolism, or excretion properties. Task type varies by dataset: regression for continuous measurements (e.g., permeability, clearance, half-life) or binary classification for categorical outcomes (e.g., BBB penetration, CYP inhibition). Dataset: cyp2c9_veith. From a dataset of CYP2C9 inhibition data for predicting drug metabolism from PubChem BioAssay. (1) The drug is CCC1=NN(C(=O)CCc2ccccc2)C(O)(C(F)(F)F)C1. The result is 1 (inhibitor). (2) The drug is COc1cccc([C@H](O)Cn2cc(-c3cccc(CON=C(C)C)c3)nn2)c1. The result is 0 (non-inhibitor). (3) The molecule is COc1cc(C2/C(=C(/O)c3ccc(F)cc3)C(=O)C(=O)N2CCCC(=O)O)ccc1O. The result is 0 (non-inhibitor).